This data is from Forward reaction prediction with 1.9M reactions from USPTO patents (1976-2016). The task is: Predict the product of the given reaction. Given the reactants [C:1]([OH:6])(=O)[CH2:2][CH2:3][CH3:4].CN(C(ON1N=NC2C=CC=NC1=2)=[N+](C)C)C.F[P-](F)(F)(F)(F)F.C(N(CC)CC)C.Cl.[Cl:39][C:40]1[CH:41]=[C:42]([C:48]2([C:64]([F:67])([F:66])[F:65])[O:52][N:51]=[C:50]([C:53]3[CH:58]=[CH:57][C:56]([C:59]4([F:63])[CH2:62][NH:61][CH2:60]4)=[CH:55][CH:54]=3)[CH2:49]2)[CH:43]=[C:44]([Cl:47])[C:45]=1[F:46], predict the reaction product. The product is: [Cl:39][C:40]1[CH:41]=[C:42]([C:48]2([C:64]([F:65])([F:66])[F:67])[O:52][N:51]=[C:50]([C:53]3[CH:58]=[CH:57][C:56]([C:59]4([F:63])[CH2:62][N:61]([C:1](=[O:6])[CH2:2][CH2:3][CH3:4])[CH2:60]4)=[CH:55][CH:54]=3)[CH2:49]2)[CH:43]=[C:44]([Cl:47])[C:45]=1[F:46].